Dataset: Forward reaction prediction with 1.9M reactions from USPTO patents (1976-2016). Task: Predict the product of the given reaction. (1) Given the reactants [Cl:1][C:2]1[C:7]([C:8]([NH:10][CH2:11][CH2:12][CH2:13][N:14]2[CH2:19][CH2:18][O:17][CH2:16][CH2:15]2)=[O:9])=[C:6](Cl)[N:5]=[CH:4][N:3]=1.[NH3:21].Cl, predict the reaction product. The product is: [NH2:21][C:6]1[C:7]([C:8]([NH:10][CH2:11][CH2:12][CH2:13][N:14]2[CH2:19][CH2:18][O:17][CH2:16][CH2:15]2)=[O:9])=[C:2]([Cl:1])[N:3]=[CH:4][N:5]=1. (2) Given the reactants [OH:1][CH2:2][C:3]1[C:4]([NH:9][C:10]2[CH:18]=[CH:17][C:13]3=[N:14][S:15][N:16]=[C:12]3[CH:11]=2)=[N:5][CH:6]=[CH:7][CH:8]=1, predict the reaction product. The product is: [N:14]1[S:15][N:16]=[C:12]2[CH:11]=[C:10]([NH:9][C:4]3[N:5]=[CH:6][CH:7]=[CH:8][C:3]=3[CH:2]=[O:1])[CH:18]=[CH:17][C:13]=12. (3) The product is: [N:1]1[CH:2]=[CH:3][C:4]([C:7]2[S:11][C:10]([C:12]([NH:23][CH2:22][CH2:21][C:17]3[CH:16]=[N:15][CH:20]=[CH:19][CH:18]=3)=[O:14])=[CH:9][CH:8]=2)=[CH:5][CH:6]=1. Given the reactants [N:1]1[CH:6]=[CH:5][C:4]([C:7]2[S:11][C:10]([C:12]([OH:14])=O)=[CH:9][CH:8]=2)=[CH:3][CH:2]=1.[N:15]1[CH:20]=[CH:19][CH:18]=[C:17]([CH2:21][CH2:22][NH2:23])[CH:16]=1, predict the reaction product. (4) Given the reactants [Cl:1][C@@:2]1([F:38])[C@H:6]([O:7][Si](C(C)C)(C(C)C)C(C)C)[C@@H:5]([CH2:18][O:19][Si](C(C)C)(C(C)C)C(C)C)[O:4][C@H:3]1[N:30]1[CH:35]=[CH:34][C:33](=[O:36])[NH:32][C:31]1=[O:37].C([O-])(=O)C.[NH4+], predict the reaction product. The product is: [Cl:1][C@@:2]1([F:38])[C@H:6]([OH:7])[C@@H:5]([CH2:18][OH:19])[O:4][C@H:3]1[N:30]1[CH:35]=[CH:34][C:33](=[O:36])[NH:32][C:31]1=[O:37]. (5) Given the reactants [F:1][CH:2]([F:6])[C:3](O)=[O:4].[Br:7][C:8]1[CH:13]=[C:12]([F:14])[CH:11]=[CH:10][C:9]=1[CH:15]([NH2:17])[CH3:16].Cl.CN(C)CCCN=C=NCC.O.ON1C2C=CC=CC=2N=N1.C(N(CC)CC)C, predict the reaction product. The product is: [Br:7][C:8]1[CH:13]=[C:12]([F:14])[CH:11]=[CH:10][C:9]=1[CH:15]([NH:17][C:3](=[O:4])[CH:2]([F:6])[F:1])[CH3:16].